Predict the reaction yield, written as a fraction of the theoretical maximum amount of product (1.0 means a 100% yield; for example, 0.34 means a 34% yield). From a dataset of Reaction yield outcomes from USPTO patents with 853,638 reactions. (1) The reactants are [CH2:1]([O:3][CH:4]([O:7][CH2:8][CH3:9])[CH2:5][NH2:6])[CH3:2].Br[CH2:11][CH2:12][C:13]1[CH:18]=[CH:17][CH:16]=[CH:15][CH:14]=1. No catalyst specified. The product is [CH2:1]([O:3][CH:4]([O:7][CH2:8][CH3:9])[CH2:5][NH:6][CH2:11][CH2:12][C:13]1[CH:18]=[CH:17][CH:16]=[CH:15][CH:14]=1)[CH3:2]. The yield is 0.940. (2) The product is [NH:3]1[C:4]2[CH:10]=[CH:9][CH:8]=[CH:7][C:5]=2[N:6]=[C:2]1[N:25]1[CH2:24][CH2:23][C:21]2([O:20][C:19](=[O:28])[N:18]([C:12]3[CH:17]=[CH:16][CH:15]=[CH:14][CH:13]=3)[CH2:22]2)[CH2:27][CH2:26]1. The yield is 0.376. The catalyst is CS(C)=O.CCOC(C)=O. The reactants are Cl[C:2]1[NH:6][C:5]2[CH:7]=[CH:8][CH:9]=[CH:10][C:4]=2[N:3]=1.Br.[C:12]1([N:18]2[CH2:22][C:21]3([CH2:27][CH2:26][NH:25][CH2:24][CH2:23]3)[O:20][C:19]2=[O:28])[CH:17]=[CH:16][CH:15]=[CH:14][CH:13]=1.CCN(C(C)C)C(C)C. (3) The reactants are C([N:8]1[C:16]([CH3:18])([CH3:17])[C:15]2[C:10](=[CH:11][CH:12]=[CH:13][CH:14]=2)[C:9]1([CH3:20])[CH3:19])C1C=CC=CC=1. The catalyst is CC(O)=O.[Pd]. The product is [CH3:17][C:16]1([CH3:18])[C:15]2[C:10](=[CH:11][CH:12]=[CH:13][CH:14]=2)[C:9]([CH3:20])([CH3:19])[NH:8]1. The yield is 0.950. (4) The reactants are ClC1C=C(NN=C(Cl)S(C)(=O)=O)C=CC=1.IC1C=CC(N2CCC=C(N3CCOCC3)C2=O)=CC=1.C(N(CC)CC)C.[Cl:43][C:44]1[CH:45]=[C:46]([N:50]2[C:54]3(N4CCOCC4)[C:55](=[O:66])[N:56]([C:59]4[CH:64]=[CH:63][C:62]([I:65])=[CH:61][CH:60]=4)[CH2:57][CH2:58][CH:53]3[C:52]([S:73]([CH3:76])(=[O:75])=[O:74])=[N:51]2)[CH:47]=[CH:48][CH:49]=1. The catalyst is C1(C)C=CC=CC=1. The product is [Cl:43][C:44]1[CH:45]=[C:46]([N:50]2[C:54]3[C:55](=[O:66])[N:56]([C:59]4[CH:60]=[CH:61][C:62]([I:65])=[CH:63][CH:64]=4)[CH2:57][CH2:58][C:53]=3[C:52]([S:73]([CH3:76])(=[O:75])=[O:74])=[N:51]2)[CH:47]=[CH:48][CH:49]=1. The yield is 0.640. (5) The yield is 0.910. The product is [CH3:14][N:2]([CH3:1])[CH2:3][CH2:4][CH:5]([C:7]1[CH:8]=[CH:9][C:10]([CH3:13])=[CH:11][CH:12]=1)[OH:6]. The reactants are [CH3:1][N:2]([CH3:14])[CH2:3][CH2:4][C:5]([C:7]1[CH:12]=[CH:11][C:10]([CH3:13])=[CH:9][CH:8]=1)=[O:6].[H-].[H-].[H-].[H-].[Li+].[Al+3].[OH-].[Na+]. The catalyst is C1COCC1. (6) The yield is 0.410. The product is [CH2:1]([C:5]1[N:6]([CH2:10][C:11]2[CH:16]=[CH:15][CH:14]=[CH:13][C:12]=2[Cl:17])[C:7]([CH2:20][OH:22])=[CH:8][N:9]=1)[CH2:2][CH2:3][CH3:4]. The catalyst is C(O)(=O)C. The reactants are [CH2:1]([C:5]1[N:6]([CH2:10][C:11]2[CH:16]=[CH:15][CH:14]=[CH:13][C:12]=2[Cl:17])[CH:7]=[CH:8][N:9]=1)[CH2:2][CH2:3][CH3:4].C=O.[C:20]([O-])(=[O:22])C.[Na+]. (7) The reactants are N1([C:6](N2C=CN=C2)=[O:7])C=CN=C1.[CH2:13]([CH:15]([CH2:18][CH3:19])[CH2:16][OH:17])[CH3:14].[CH3:20][S:21]([C:24]1[CH:29]=[CH:28][C:27]([N:30]2[C:34]3=[N:35][CH:36]=[N:37][C:38]([O:39][CH:40]4[CH2:45][CH2:44][NH:43][CH2:42][CH2:41]4)=[C:33]3[CH:32]=[N:31]2)=[CH:26][CH:25]=1)(=[O:23])=[O:22].C(N(CC)CC)C. The catalyst is CS(C)=O. The product is [CH2:13]([CH:15]([CH2:18][CH3:19])[CH2:16][O:17][C:6]([N:43]1[CH2:44][CH2:45][CH:40]([O:39][C:38]2[N:37]=[CH:36][N:35]=[C:34]3[N:30]([C:27]4[CH:28]=[CH:29][C:24]([S:21]([CH3:20])(=[O:22])=[O:23])=[CH:25][CH:26]=4)[N:31]=[CH:32][C:33]=23)[CH2:41][CH2:42]1)=[O:7])[CH3:14]. The yield is 0.360. (8) The reactants are [NH2:1][C:2]1[CH:3]=[C:4]([C:8]([NH:10][C:11]2[CH:20]=[C:19]3[C:14]([CH:15]=[C:16]([S:25]([OH:28])(=[O:27])=[O:26])[CH:17]=[C:18]3[S:21]([OH:24])(=[O:23])=[O:22])=[CH:13][CH:12]=2)=[O:9])[N:5]([CH3:7])[CH:6]=1.O.O1CCOCC1.C([O-])(O)=O.[Na+].[CH3:41][N:42]1[C:50]2[C:45](=[CH:46][C:47]([N+:51]([O-:53])=[O:52])=[CH:48][CH:49]=2)[CH:44]=[C:43]1[C:54](Cl)=[O:55]. The catalyst is O1CCOCC1. The product is [CH3:7][N:5]1[CH:6]=[C:2]([NH:1][C:54]([C:43]2[N:42]([CH3:41])[C:50]3[C:45]([CH:44]=2)=[CH:46][C:47]([N+:51]([O-:53])=[O:52])=[CH:48][CH:49]=3)=[O:55])[CH:3]=[C:4]1[C:8]([NH:10][C:11]1[CH:20]=[C:19]2[C:14]([CH:15]=[C:16]([S:25]([OH:28])(=[O:27])=[O:26])[CH:17]=[C:18]2[S:21]([OH:24])(=[O:23])=[O:22])=[CH:13][CH:12]=1)=[O:9]. The yield is 0.800. (9) The reactants are [CH3:1][O:2][C:3]1[CH:4]=[C:5]2[C:10](=[CH:11][C:12]=1[O:13][CH3:14])[N:9]=[CH:8][N:7]=[C:6]2[N:15]1[CH2:20][CH2:19][NH:18][CH2:17][CH2:16]1.C(N(CC)CC)C.[C:28]1([N:34]([C:38]2[CH:43]=[CH:42][CH:41]=[CH:40][CH:39]=2)[C:35](Cl)=[O:36])[CH:33]=[CH:32][CH:31]=[CH:30][CH:29]=1.O. The catalyst is CN(C)C=O. The product is [CH3:1][O:2][C:3]1[CH:4]=[C:5]2[C:10](=[CH:11][C:12]=1[O:13][CH3:14])[N:9]=[CH:8][N:7]=[C:6]2[N:15]1[CH2:16][CH2:17][N:18]([C:35]([N:34]([C:28]2[CH:33]=[CH:32][CH:31]=[CH:30][CH:29]=2)[C:38]2[CH:43]=[CH:42][CH:41]=[CH:40][CH:39]=2)=[O:36])[CH2:19][CH2:20]1. The yield is 0.990. (10) The reactants are C([NH:8][CH2:9][C:10](=[O:30])[CH2:11][CH2:12][C:13]([O:15][CH:16]([C:24]1[CH:29]=[CH:28][CH:27]=[CH:26][CH:25]=1)[C:17]([O:19]C(C)(C)C)=[O:18])=[O:14])(OC(C)(C)C)=O.[BrH:31]. The catalyst is C(O)(=O)C. The product is [BrH:31].[NH2:8][CH2:9][C:10](=[O:30])[CH2:11][CH2:12][C:13]([O:15][CH:16]([C:17]([OH:19])=[O:18])[C:24]1[CH:29]=[CH:28][CH:27]=[CH:26][CH:25]=1)=[O:14]. The yield is 0.710.